From a dataset of CYP3A4 inhibition data for predicting drug metabolism from PubChem BioAssay. Regression/Classification. Given a drug SMILES string, predict its absorption, distribution, metabolism, or excretion properties. Task type varies by dataset: regression for continuous measurements (e.g., permeability, clearance, half-life) or binary classification for categorical outcomes (e.g., BBB penetration, CYP inhibition). Dataset: cyp3a4_veith. (1) The compound is CCOC(=O)C1CCCN(C(=O)C2CCN(S(=O)(=O)CC)CC2)C1. The result is 0 (non-inhibitor). (2) The molecule is COc1ccccc1C1=NOC(COc2ccc(Cl)c3cccnc23)C1. The result is 1 (inhibitor). (3) The molecule is CCN(CC)c1ccc(/C=N/N2CCN(Cc3ccc(C)cc3)CC2)c(O)c1. The result is 1 (inhibitor). (4) The result is 0 (non-inhibitor). The compound is CN(C)C(=O)c1ccc(-c2cncnc2N2CCNCC2)cc1. (5) The compound is O=C(COc1ccc(Br)cc1)Nc1ccc([N+](=O)[O-])cn1. The result is 0 (non-inhibitor). (6) The compound is CCCCOc1ccc(-c2nnn(CC(=O)c3c[nH]c4ccccc34)n2)cc1. The result is 0 (non-inhibitor). (7) The molecule is CN(C)c1ccc(-c2noc(C3CCN(S(=O)(=O)c4cccc(C(=O)O)c4)CC3)n2)cc1. The result is 0 (non-inhibitor). (8) The compound is CNc1cc(N2CCCCCC2)ccc1[N+](=O)[O-]. The result is 0 (non-inhibitor).